Dataset: Peptide-MHC class I binding affinity with 185,985 pairs from IEDB/IMGT. Task: Regression. Given a peptide amino acid sequence and an MHC pseudo amino acid sequence, predict their binding affinity value. This is MHC class I binding data. (1) The peptide sequence is NTCDGNTFTY. The MHC is HLA-A68:01 with pseudo-sequence HLA-A68:01. The binding affinity (normalized) is 0.356. (2) The peptide sequence is SPRYIFTML. The MHC is HLA-A01:01 with pseudo-sequence HLA-A01:01. The binding affinity (normalized) is 0.0847. (3) The peptide sequence is ALVSEVTEV. The MHC is HLA-A69:01 with pseudo-sequence HLA-A69:01. The binding affinity (normalized) is 0.301. (4) The peptide sequence is TMKAIEKDRL. The MHC is HLA-A02:03 with pseudo-sequence HLA-A02:03. The binding affinity (normalized) is 0.356. (5) The peptide sequence is VAGGTSSVY. The MHC is HLA-A02:01 with pseudo-sequence HLA-A02:01. The binding affinity (normalized) is 0.0847. (6) The peptide sequence is KLLNRVIGY. The MHC is HLA-B15:01 with pseudo-sequence HLA-B15:01. The binding affinity (normalized) is 0.501. (7) The peptide sequence is TEDLLHLNSLF. The MHC is Mamu-B52 with pseudo-sequence Mamu-B52. The binding affinity (normalized) is 0.353. (8) The peptide sequence is PLFDFVNEKY. The MHC is HLA-A33:01 with pseudo-sequence HLA-A33:01. The binding affinity (normalized) is 0.